Dataset: Full USPTO retrosynthesis dataset with 1.9M reactions from patents (1976-2016). Task: Predict the reactants needed to synthesize the given product. (1) Given the product [CH3:37][O:36][C:32]1[CH:31]=[C:30]([NH:29][CH:22]([C:23]2[CH:28]=[CH:27][CH:26]=[CH:25][CH:24]=2)[C:8]([C:10]2[C:18]3[C:13](=[CH:14][CH:15]=[C:16]([C:19]#[N:20])[CH:17]=3)[N:12]([CH3:21])[N:11]=2)=[O:9])[CH:35]=[CH:34][CH:33]=1, predict the reactants needed to synthesize it. The reactants are: C(N(CC)CC)C.[CH:8]([C:10]1[C:18]2[C:13](=[CH:14][CH:15]=[C:16]([C:19]#[N:20])[CH:17]=2)[N:12]([CH3:21])[N:11]=1)=[O:9].[CH:22](=[N:29][C:30]1[CH:35]=[CH:34][CH:33]=[C:32]([O:36][CH3:37])[CH:31]=1)[C:23]1[CH:28]=[CH:27][CH:26]=[CH:25][CH:24]=1. (2) Given the product [Br:12][C:5]1[C:6]2[C:11](=[CH:10][CH:9]=[CH:8][CH:7]=2)[C:2]([C:23]#[C:22][C:19]2[CH:20]=[CH:21][C:16]([CH2:13][CH2:14][CH3:15])=[CH:17][CH:18]=2)=[CH:3][CH:4]=1, predict the reactants needed to synthesize it. The reactants are: I[C:2]1[C:11]2[C:6](=[CH:7][CH:8]=[CH:9][CH:10]=2)[C:5]([Br:12])=[CH:4][CH:3]=1.[CH2:13]([C:16]1[CH:21]=[CH:20][C:19]([C:22]#[CH:23])=[CH:18][CH:17]=1)[CH2:14][CH3:15].O.CCCCCCC. (3) The reactants are: C(OC([N:8]1[CH2:13][CH2:12][CH:11]([C:14]2[CH:19]=[CH:18][C:17]([NH:20][S:21]([C:24]3[S:28][C:27]4[CH:29]=[CH:30][C:31]([F:33])=[CH:32][C:26]=4[C:25]=3[CH3:34])(=[O:23])=[O:22])=[C:16]([S:35]([CH3:38])(=[O:37])=[O:36])[CH:15]=2)[CH2:10][CH2:9]1)=O)(C)(C)C.[ClH:39].C(OCC)(=O)C.CCOCC. Given the product [ClH:39].[CH3:38][S:35]([C:16]1[CH:15]=[C:14]([CH:11]2[CH2:10][CH2:9][NH:8][CH2:13][CH2:12]2)[CH:19]=[CH:18][C:17]=1[NH:20][S:21]([C:24]1[S:28][C:27]2[CH:29]=[CH:30][C:31]([F:33])=[CH:32][C:26]=2[C:25]=1[CH3:34])(=[O:22])=[O:23])(=[O:36])=[O:37], predict the reactants needed to synthesize it.